From a dataset of Catalyst prediction with 721,799 reactions and 888 catalyst types from USPTO. Predict which catalyst facilitates the given reaction. (1) Reactant: [NH:1]1[CH2:11][CH2:10][CH:4]([C:5]([O:7][CH2:8][CH3:9])=[O:6])[CH2:3][CH2:2]1.[CH2:12](Br)[C:13]1[CH:18]=[CH:17][CH:16]=[CH:15][CH:14]=1.C(N(CC)CC)C. Product: [CH2:8]([O:7][C:5]([CH:4]1[CH2:3][CH2:2][N:1]([CH2:12][C:13]2[CH:18]=[CH:17][CH:16]=[CH:15][CH:14]=2)[CH2:11][CH2:10]1)=[O:6])[CH3:9]. The catalyst class is: 40. (2) Reactant: C(N(CC)CC)C.[CH3:8][O:9][C:10](Cl)=[O:11].[OH:13][C:14]12[C:25]3[C:20](=[CH:21][CH:22]=[CH:23][CH:24]=3)[C:19](=[O:26])[C:18]1([NH:27][C:28](=[O:30])[CH3:29])[C:17]1[CH:31]=[CH:32][C:33]([CH:35]([CH3:37])[CH3:36])=[CH:34][C:16]=1[O:15]2. Product: [C:10](=[O:11])([O:9][CH3:8])[O:15][C:16]1[CH:34]=[C:33]([CH:35]([CH3:37])[CH3:36])[CH:32]=[CH:31][C:17]=1[C:18]1([NH:27][C:28](=[O:30])[CH3:29])[C:19](=[O:26])[C:20]2[C:25](=[CH:24][CH:23]=[CH:22][CH:21]=2)[C:14]1=[O:13]. The catalyst class is: 1. (3) Reactant: [Cl:1][C:2]1[CH:15]=[C:14]([F:16])[C:13]([N:17]2[C:22](=[O:23])[CH:21]=[C:20]([C:24]([F:27])([F:26])[F:25])[N:19]([CH3:28])[C:18]2=[O:29])=[CH:12][C:3]=1[O:4][CH:5]1[CH2:10][CH:9]=[CH:8][NH:7][C:6]1=[O:11].O1CCCC1.C1(Cl)C(Cl)=C(Cl)C(=O)C(=O)C=1Cl. Product: [Cl:1][C:2]1[CH:15]=[C:14]([F:16])[C:13]([N:17]2[C:22](=[O:23])[CH:21]=[C:20]([C:24]([F:27])([F:26])[F:25])[N:19]([CH3:28])[C:18]2=[O:29])=[CH:12][C:3]=1[O:4][C:5]1[C:6](=[O:11])[NH:7][CH:8]=[CH:9][CH:10]=1. The catalyst class is: 6. (4) Reactant: [CH3:1][C:2]1[C:3]([C:8]#[N:9])=[N:4][CH:5]=[CH:6][CH:7]=1.[CH3:10][NH:11][NH2:12]. Product: [CH3:10][NH:11][NH:12][C:8]([C:3]1[C:2]([CH3:1])=[CH:7][CH:6]=[CH:5][N:4]=1)=[NH:9]. The catalyst class is: 8. (5) Reactant: C(OC([N:8]1[CH2:15][C@H:14]2[N:16](C(OC(C)(C)C)=O)[C@H:10]([CH2:11][C:12]([C:39]3[CH:44]=[CH:43][C:42]([O:45][CH2:46][CH2:47][O:48][C:49]4[C:54]([Cl:55])=[CH:53][C:52]([CH3:56])=[CH:51][C:50]=4[Cl:57])=[CH:41][CH:40]=3)=[C:13]2[C:24](=[O:38])[N:25]([CH:35]2[CH2:37][CH2:36]2)[CH2:26][C:27]2[CH:32]=[CH:31][CH:30]=[C:29]([CH3:33])[C:28]=2[CH3:34])[CH2:9]1)=O)(C)(C)C.Cl. The catalyst class is: 2. Product: [CH:35]1([N:25]([CH2:26][C:27]2[CH:32]=[CH:31][CH:30]=[C:29]([CH3:33])[C:28]=2[CH3:34])[C:24]([C:13]2[C@@H:14]3[NH:16][C@H:10]([CH2:11][C:12]=2[C:39]2[CH:44]=[CH:43][C:42]([O:45][CH2:46][CH2:47][O:48][C:49]4[C:54]([Cl:55])=[CH:53][C:52]([CH3:56])=[CH:51][C:50]=4[Cl:57])=[CH:41][CH:40]=2)[CH2:9][NH:8][CH2:15]3)=[O:38])[CH2:37][CH2:36]1.